This data is from Reaction yield outcomes from USPTO patents with 853,638 reactions. The task is: Predict the reaction yield, written as a fraction of the theoretical maximum amount of product (1.0 means a 100% yield; for example, 0.34 means a 34% yield). (1) The reactants are [Cl:1][C:2]1[CH:3]=[N:4][C:5]2[C:10]([CH:11]=1)=[CH:9][C:8]([CH2:12][C:13]1[CH:14]=[C:15]([CH:20]=[CH:21][N:22]=1)[C:16]([O:18]C)=[O:17])=[CH:7][C:6]=2[Cl:23].O.[OH-].[Na+].Cl. The catalyst is C1COCC1. The product is [Cl:1][C:2]1[CH:3]=[N:4][C:5]2[C:10]([CH:11]=1)=[CH:9][C:8]([CH2:12][C:13]1[CH:14]=[C:15]([CH:20]=[CH:21][N:22]=1)[C:16]([OH:18])=[O:17])=[CH:7][C:6]=2[Cl:23]. The yield is 0.590. (2) The reactants are [F:1][C:2]1[CH:7]=[CH:6][CH:5]=[CH:4][C:3]=1[NH:8][C:9](=[O:43])[NH:10][C:11]1[CH:16]=[CH:15][C:14]([CH2:17][C:18]([N:20]2[CH2:24][CH2:23][CH2:22][CH:21]2[CH2:25][N:26]([C:28]2[CH:37]=[CH:36][C:31]([C:32]([O:34][CH3:35])=[O:33])=[CH:30][C:29]=2[N+:38]([O-])=O)[CH3:27])=[O:19])=[CH:13][C:12]=1[O:41][CH3:42]. The catalyst is CO.[Pd]. The product is [NH2:38][C:29]1[CH:30]=[C:31]([CH:36]=[CH:37][C:28]=1[N:26]([CH2:25][CH:21]1[CH2:22][CH2:23][CH2:24][N:20]1[C:18](=[O:19])[CH2:17][C:14]1[CH:15]=[CH:16][C:11]([NH:10][C:9]([NH:8][C:3]2[CH:4]=[CH:5][CH:6]=[CH:7][C:2]=2[F:1])=[O:43])=[C:12]([O:41][CH3:42])[CH:13]=1)[CH3:27])[C:32]([O:34][CH3:35])=[O:33]. The yield is 0.480. (3) The reactants are C(O)(C(F)(F)F)=O.[Br:8][C:9]1[C:34]([CH3:35])=[N:33][C:12]2[N:13]=[C:14]([N:20]3[CH2:23][CH:22]([N:24](C)[C:25](=O)OC(C)(C)C)[CH2:21]3)[C:15]3[N:16]([CH:17]=[N:18][N:19]=3)[C:11]=2[CH:10]=1. The catalyst is C(Cl)Cl. The product is [Br:8][C:9]1[C:34]([CH3:35])=[N:33][C:12]2[N:13]=[C:14]([N:20]3[CH2:21][CH:22]([NH:24][CH3:25])[CH2:23]3)[C:15]3[N:16]([CH:17]=[N:18][N:19]=3)[C:11]=2[CH:10]=1. The yield is 0.430.